This data is from Forward reaction prediction with 1.9M reactions from USPTO patents (1976-2016). The task is: Predict the product of the given reaction. (1) Given the reactants Cl[C:2]1[CH:7]=[CH:6][CH:5]=[CH:4][C:3]=1[C:8]1[N:13]=[CH:12][C:11]([NH:14][C:15]2[CH:23]=[CH:22][C:21]([CH:24]3[CH2:26][CH2:25]3)=[CH:20][C:16]=2[C:17]([OH:19])=[O:18])=[CH:10][N:9]=1.[CH:27]1(B(O)O)[CH2:29][CH2:28]1.[O-]P([O-])([O-])=O.[K+].[K+].[K+].C1(P(C2CCCCC2)C2CCCCC2)CCCCC1, predict the reaction product. The product is: [CH:24]1([C:21]2[CH:22]=[CH:23][C:15]([NH:14][C:11]3[CH:10]=[N:9][C:8]([C:3]4[CH:4]=[CH:5][CH:6]=[CH:7][C:2]=4[CH:27]4[CH2:29][CH2:28]4)=[N:13][CH:12]=3)=[C:16]([CH:20]=2)[C:17]([OH:19])=[O:18])[CH2:26][CH2:25]1. (2) Given the reactants [F:1][C:2]1[CH:7]=[CH:6][C:5]([C@@H:8]2[CH2:16][CH2:15][CH2:14][C@H:13]3[N:9]2[C:10](=[O:18])[CH:11](I)[CH2:12]3)=[CH:4][CH:3]=1.[P:19]([O:26]CC)([O:23][CH2:24][CH3:25])[O:20][CH2:21][CH3:22], predict the reaction product. The product is: [CH2:21]([O:20][P:19]([CH:11]1[C:10](=[O:18])[N:9]2[C@H:13]([CH2:14][CH2:15][CH2:16][C@H:8]2[C:5]2[CH:6]=[CH:7][C:2]([F:1])=[CH:3][CH:4]=2)[CH2:12]1)(=[O:26])[O:23][CH2:24][CH3:25])[CH3:22]. (3) The product is: [CH2:31]([N:32]([CH3:33])[C:18]([C:16]1[C:15]([F:21])=[CH:14][C:12]2[O:13][C:9]([C:3]3[CH:4]=[CH:5][C:6]([Cl:8])=[CH:7][C:2]=3[Cl:1])([C:22]3[CH:27]=[CH:26][C:25]([F:28])=[CH:24][CH:23]=3)[O:10][C:11]=2[CH:17]=1)=[O:19])[CH3:29]. Given the reactants [Cl:1][C:2]1[CH:7]=[C:6]([Cl:8])[CH:5]=[CH:4][C:3]=1[C:9]1([C:22]2[CH:27]=[CH:26][C:25]([F:28])=[CH:24][CH:23]=2)[O:13][C:12]2[CH:14]=[C:15]([F:21])[C:16]([C:18](O)=[O:19])=[CH:17][C:11]=2[O:10]1.[C:29](C1NC=CN=1)([C:31]1[NH:32][CH:33]=CN=1)=O.C(NC)C, predict the reaction product. (4) Given the reactants [C:1](Cl)(=O)[C:2]([Cl:4])=[O:3].[F:7][C:8]([F:22])([F:21])[C:9]1[CH:10]=[CH:11][C:12]2[CH:16]=C(C(O)=O)[S:14][C:13]=2[CH:20]=1, predict the reaction product. The product is: [F:22][C:8]([F:7])([F:21])[C:9]1[CH:10]=[CH:11][C:12]2[CH:16]=[C:1]([C:2]([Cl:4])=[O:3])[S:14][C:13]=2[CH:20]=1. (5) Given the reactants [CH3:1][O:2][CH2:3][CH2:4][NH:5][CH2:6][CH2:7][O:8][CH3:9].[Br:10][C:11]1[CH:18]=[CH:17][C:14]([CH2:15]Br)=[CH:13][CH:12]=1.CN(C=[O:23])C, predict the reaction product. The product is: [Br:10][C:11]1[CH:18]=[CH:17][C:14]([CH2:15][N:5]([CH2:6][CH2:7][O:8][CH3:9])[C:4](=[O:23])[CH2:3][O:2][CH3:1])=[CH:13][CH:12]=1. (6) Given the reactants Br[C:2]1[C:11]2[C:6](=[CH:7][CH:8]=[CH:9][CH:10]=2)[N:5]=[CH:4][CH:3]=1.[C:12]([C:14]1[CH:19]=[CH:18][CH:17]=[CH:16][CH:15]=1)#[CH:13].C(N(CC)CC)C, predict the reaction product. The product is: [C:14]1([C:12]#[C:13][C:2]2[C:11]3[C:6](=[CH:7][CH:8]=[CH:9][CH:10]=3)[N:5]=[CH:4][CH:3]=2)[CH:19]=[CH:18][CH:17]=[CH:16][CH:15]=1. (7) The product is: [C:24]([O:23][C@@H:18]([C:9]1[C:8]([CH3:28])=[CH:7][C:5]2[N:6]=[C:2]([C:35]3[CH:34]=[C:33]4[C:38](=[CH:37][CH:36]=3)[N:30]([CH3:29])[N:31]=[C:32]4[C:48]3[CH:53]=[CH:52][CH:51]=[CH:50][N:49]=3)[S:3][C:4]=2[C:10]=1[C:11]1[CH:16]=[CH:15][C:14]([Cl:17])=[CH:13][CH:12]=1)[C:19]([O:21][CH3:22])=[O:20])([CH3:27])([CH3:26])[CH3:25]. Given the reactants Br[C:2]1[S:3][C:4]2[C:10]([C:11]3[CH:16]=[CH:15][C:14]([Cl:17])=[CH:13][CH:12]=3)=[C:9]([C@H:18]([O:23][C:24]([CH3:27])([CH3:26])[CH3:25])[C:19]([O:21][CH3:22])=[O:20])[C:8]([CH3:28])=[CH:7][C:5]=2[N:6]=1.[CH3:29][N:30]1[C:38]2[C:33](=[CH:34][C:35](B3OC(C)(C)C(C)(C)O3)=[CH:36][CH:37]=2)[C:32]([C:48]2[CH:53]=[CH:52][CH:51]=[CH:50][N:49]=2)=[N:31]1.C([O-])([O-])=O.[K+].[K+].O1CCOCC1, predict the reaction product.